This data is from NCI-60 drug combinations with 297,098 pairs across 59 cell lines. The task is: Regression. Given two drug SMILES strings and cell line genomic features, predict the synergy score measuring deviation from expected non-interaction effect. Drug 1: C1=NC2=C(N=C(N=C2N1C3C(C(C(O3)CO)O)O)F)N. Drug 2: C1CC(C1)(C(=O)O)C(=O)O.[NH2-].[NH2-].[Pt+2]. Cell line: DU-145. Synergy scores: CSS=17.2, Synergy_ZIP=-2.98, Synergy_Bliss=5.87, Synergy_Loewe=-5.92, Synergy_HSA=-0.254.